Task: Predict the reactants needed to synthesize the given product.. Dataset: Full USPTO retrosynthesis dataset with 1.9M reactions from patents (1976-2016) (1) Given the product [Br:24][C:18]1[CH:19]=[C:20]([CH3:23])[CH:21]=[CH:22][C:17]=1[C:16]([NH:15][C:6]1([C:4]([OH:5])=[O:3])[CH2:14][C:13]2[C:8](=[CH:9][CH:10]=[CH:11][CH:12]=2)[CH2:7]1)=[O:25], predict the reactants needed to synthesize it. The reactants are: C([O:3][C:4]([C:6]1([NH:15][C:16](=[O:25])[C:17]2[CH:22]=[CH:21][C:20]([CH3:23])=[CH:19][C:18]=2[Br:24])[CH2:14][C:13]2[C:8](=[CH:9][CH:10]=[CH:11][CH:12]=2)[CH2:7]1)=[O:5])C.[OH-].[K+].O. (2) Given the product [N:24]([CH:5]1[CH2:6][C:1]([CH3:36])([CH3:7])[CH2:2][C:3]([N:33]2[CH:34]=[CH:35][N:29]=[CH:28]2)=[CH:4]1)=[N+:23]=[N-:22], predict the reactants needed to synthesize it. The reactants are: [C:1]1([CH3:7])[CH:6]=[CH:5][CH:4]=[CH:3][CH:2]=1.C1C=CC(P([N:22]=[N+:23]=[N-:24])(C2C=CC=CC=2)=O)=CC=1.C1[CH2:35][CH2:34][N:33]2[C:28](=[N:29]CCC2)CC1.[CH2:36]1COCC1.